Dataset: Forward reaction prediction with 1.9M reactions from USPTO patents (1976-2016). Task: Predict the product of the given reaction. (1) Given the reactants [NH2:1][CH2:2][C@H:3]1[O:7][C:6](=[O:8])[N:5]([CH2:9][C@@H:10]2[C@H:13]([NH:14][C:15](=[O:31])/[C:16](=[N:23]\[O:24][C:25]3([C:28]([OH:30])=[O:29])[CH2:27][CH2:26]3)/[C:17]3[N:18]=[C:19]([NH2:22])[S:20][CH:21]=3)[C:12](=[O:32])[N:11]2[S:33]([OH:36])(=[O:35])=[O:34])[CH2:4]1.Cl.[N:38]1([C:43](N)=[NH:44])C=CC=N1.CCN(C(C)C)C(C)C, predict the reaction product. The product is: [NH2:22][C:19]1[S:20][CH:21]=[C:17](/[C:16](=[N:23]/[O:24][C:25]2([C:28]([OH:30])=[O:29])[CH2:26][CH2:27]2)/[C:15]([NH:14][C@@H:13]2[C:12](=[O:32])[N:11]([S:33]([OH:36])(=[O:34])=[O:35])[C@@H:10]2[CH2:9][N:5]2[CH2:4][C@@H:3]([CH2:2][NH:1][C:43]([NH2:44])=[NH:38])[O:7][C:6]2=[O:8])=[O:31])[N:18]=1. (2) Given the reactants [CH2:1]1[CH:10]2[C:11]3(Br)[CH2:12][CH:7]4[CH2:8][CH:9]2[C:14]2(Br)[CH2:15]C1CC3[CH:5]2[CH2:6]4.[CH3:17][Mg]Br.O([CH2:25][CH2:26][CH2:27][CH3:28])[CH2:25][CH2:26][CH2:27][CH3:28], predict the reaction product. The product is: [CH3:17][C:9]12[C@@H:14]3[C@H:5]4[C:27]5([CH3:28])[CH2:26][CH:25]([CH2:15]3)[CH2:1][C@@H:10]1[C@H:11]5[CH2:12][CH:7]([CH2:6]4)[CH2:8]2. (3) The product is: [C:1]([N:4]1[C:12]2[C:7](=[CH:8][C:9]([Cl:13])=[CH:10][CH:11]=2)[C:6]([OH:14])=[CH:5]1)(=[O:3])[CH3:2]. Given the reactants [C:1]([N:4]1[C:12]2[C:7](=[CH:8][C:9]([Cl:13])=[CH:10][CH:11]=2)[C:6]([O:14]C(=O)C)=[CH:5]1)(=[O:3])[CH3:2].S([O-])([O-])=O.[Na+].[Na+], predict the reaction product. (4) Given the reactants C(OC([N:8]1[C:13]2[CH:14]=[C:15]([Cl:21])[C:16]([N:18]([CH3:20])[CH3:19])=[CH:17][C:12]=2[O:11][CH:10]([C:22]([OH:24])=[O:23])[CH2:9]1)=O)(C)(C)C.CCN=C=N[CH2:30][CH2:31][CH2:32][N:33]([CH3:35])[CH3:34].C1C=CC2N([OH:45])N=NC=2C=1.CC[N:48]([CH:52]([CH3:54])C)[CH:49]([CH3:51])C.[F:55][C:56]1[CH:70]=[CH:69][C:59]([CH2:60][C:61]2([CH2:67]O)[CH2:66][CH2:65][NH:64][CH2:63][CH2:62]2)=[CH:58][CH:57]=1.FC(F)(F)[C:73]([OH:75])=O.[CH2:78]([Cl:80])Cl, predict the reaction product. The product is: [Cl:80][C:78]1[C:32]([N:33]([CH3:34])[CH3:35])=[CH:31][C:30]2[O:45][CH:51]([C:73]([N:64]3[CH2:65][CH2:66][C:61]([CH2:67][O:24][C:22]([CH:10]4[CH2:9][NH:8][C:13]5[CH:14]=[C:15]([Cl:21])[C:16]([N:18]([CH3:19])[CH3:20])=[CH:17][C:12]=5[O:11]4)=[O:23])([CH2:60][C:59]4[CH:69]=[CH:70][C:56]([F:55])=[CH:57][CH:58]=4)[CH2:62][CH2:63]3)=[O:75])[CH2:49][NH:48][C:52]=2[CH:54]=1.